Dataset: Reaction yield outcomes from USPTO patents with 853,638 reactions. Task: Predict the reaction yield, written as a fraction of the theoretical maximum amount of product (1.0 means a 100% yield; for example, 0.34 means a 34% yield). The reactants are [C:1]([O:5][C:6]([CH3:9])([CH3:8])[CH3:7])(=[O:4])[CH:2]=[CH2:3].CCN(CC)CC.CN1CCCC1.C1(C)C=CC=CC=1P(C1C=CC=CC=1C)C1C=CC=CC=1C.Br[C:46]1[CH:47]=[CH:48][C:49]([O:52][CH:53]([F:55])[F:54])=[N:50][CH:51]=1. The catalyst is CN1C(=O)CCC1.CC([O-])=O.CC([O-])=O.[Pd+2]. The product is [F:54][CH:53]([F:55])[O:52][C:49]1[N:50]=[CH:51][C:46](/[CH:3]=[CH:2]/[C:1]([O:5][C:6]([CH3:9])([CH3:8])[CH3:7])=[O:4])=[CH:47][CH:48]=1. The yield is 0.660.